From a dataset of Forward reaction prediction with 1.9M reactions from USPTO patents (1976-2016). Predict the product of the given reaction. (1) Given the reactants [CH2:1]([O:3][P:4]([C:9]1[C:13]([P:14]([O:19][CH2:20][CH3:21])([O:16][CH2:17][CH3:18])=[O:15])=[CH:12][S:11][C:10]=1[C:22]1[S:23][CH:24]=[C:25]([P:35]([O:40][CH2:41][CH3:42])([O:37][CH2:38][CH3:39])=[O:36])[C:26]=1[P:27]([O:32][CH2:33][CH3:34])([O:29][CH2:30][CH3:31])=[O:28])([O:6][CH2:7][CH3:8])=[O:5])[CH3:2].[CH2:43]([Li])[CH2:44][CH2:45][CH3:46].[CH2:48]([Sn:52](Cl)([CH2:57][CH2:58][CH2:59][CH3:60])[CH2:53][CH2:54][CH2:55][CH3:56])[CH2:49][CH2:50][CH3:51].P([O-])([O-])(O)=O.[Na+].[Na+].S(O)(O)(=O)=O.[Na], predict the reaction product. The product is: [CH2:43]([Sn:52]([CH2:53][CH2:54][CH2:55][CH3:56])([CH2:48][CH2:49][CH2:50][CH3:51])[C:24]1[S:23][C:22]([C:10]2[S:11][C:12]([Sn:52]([CH2:57][CH2:58][CH2:59][CH3:60])([CH2:53][CH2:54][CH2:55][CH3:56])[CH2:48][CH2:49][CH2:50][CH3:51])=[C:13]([P:14]([O:16][CH2:17][CH3:18])([O:19][CH2:20][CH3:21])=[O:15])[C:9]=2[P:4]([O:3][CH2:1][CH3:2])([O:6][CH2:7][CH3:8])=[O:5])=[C:26]([P:27]([O:32][CH2:33][CH3:34])([O:29][CH2:30][CH3:31])=[O:28])[C:25]=1[P:35]([O:37][CH2:38][CH3:39])([O:40][CH2:41][CH3:42])=[O:36])[CH2:44][CH2:45][CH3:46]. (2) Given the reactants [CH3:1][C:2]1([CH3:13])[CH2:7][C:6](=[O:8])[CH2:5][C:4]([CH2:11][CH3:12])([CH2:9][CH3:10])[NH:3]1, predict the reaction product. The product is: [CH3:13][C:2]1([CH3:1])[CH2:7][CH:6]([OH:8])[CH2:5][C:4]([CH2:9][CH3:10])([CH2:11][CH3:12])[NH:3]1. (3) The product is: [Cl:1][C:2]1[C:9]([N:10]2[CH2:11][CH2:12][N:13]([CH3:16])[CH2:14][CH2:15]2)=[CH:8][C:5]([NH:6][CH3:7])=[C:4]([CH:3]=1)[NH2:17]. Given the reactants [Cl:1][C:2]1[C:9]([N:10]2[CH2:15][CH2:14][N:13]([CH3:16])[CH2:12][CH2:11]2)=[CH:8][C:5]([NH:6][CH3:7])=[C:4]([N+:17]([O-])=O)[CH:3]=1.C1COCC1, predict the reaction product.